Dataset: Full USPTO retrosynthesis dataset with 1.9M reactions from patents (1976-2016). Task: Predict the reactants needed to synthesize the given product. (1) Given the product [CH:10]1[C:11]2[C:2]3[N:3]([CH:4]=[N:5][C:6]=2[CH:7]=[CH:8][CH:9]=1)[C:17]1[C:18](=[CH:13][CH:14]=[N:15][CH:16]=1)[N:19]=3, predict the reactants needed to synthesize it. The reactants are: Cl[C:2]1[C:11]2[C:6](=[CH:7][CH:8]=[CH:9][CH:10]=2)[N:5]=[CH:4][N:3]=1.Br[C:13]1[CH:14]=[N:15][C:16](C(C)(C)C)=[CH:17][C:18]=1[NH2:19].C(=O)([O-])[O-].[K+].[K+].C1(P(C2C=CC=CC=2)C2C=CC=CC=2)C=CC=CC=1. (2) Given the product [CH:1]1([NH:4][C:5]([C:7]2[CH:8]=[CH:9][C:10]([CH3:26])=[C:11]([NH:13][C:14]([C:16]3[CH:17]=[N:18][C:19]([O:37][CH2:36][C:28]4[N:27]=[C:31]5[CH:32]=[CH:33][CH:34]=[CH:35][N:30]5[CH:29]=4)=[N:20][CH:21]=3)=[O:15])[CH:12]=2)=[O:6])[CH2:3][CH2:2]1, predict the reactants needed to synthesize it. The reactants are: [CH:1]1([NH:4][C:5]([C:7]2[CH:8]=[CH:9][C:10]([CH3:26])=[C:11]([NH:13][C:14]([C:16]3[CH:17]=[N:18][C:19](S(C)(=O)=O)=[N:20][CH:21]=3)=[O:15])[CH:12]=2)=[O:6])[CH2:3][CH2:2]1.[N:27]1[C:28]([CH2:36][OH:37])=[CH:29][N:30]2[CH:35]=[CH:34][CH:33]=[CH:32][C:31]=12.C(=O)([O-])[O-].[K+].[K+]. (3) Given the product [CH3:17][C:15]1[S:16][C:12]([C:10]2[C:9](=[O:19])[NH:8][C:7](=[O:20])[N:6]([CH2:5][CH2:4][CH:3]=[O:2])[CH:11]=2)=[C:13]([CH3:18])[N:14]=1, predict the reactants needed to synthesize it. The reactants are: C[O:2][CH:3](OC)[CH2:4][CH2:5][N:6]1[CH:11]=[C:10]([C:12]2[S:16][C:15]([CH3:17])=[N:14][C:13]=2[CH3:18])[C:9](=[O:19])[NH:8][C:7]1=[O:20].Cl.C(N(CC)CC)C. (4) Given the product [CH2:28]([N:18]1[C:19]2[C:14](=[C:13]([OH:42])[C:12]([C:10]([NH:9][C:6]3([C:4]([OH:5])=[O:3])[CH2:7][CH2:8]3)=[O:11])=[N:21][C:20]=2[C:22]2[CH:23]=[N:24][CH:25]=[CH:26][CH:27]=2)[CH:15]=[C:16]([C:36]2[CH:41]=[CH:40][CH:39]=[CH:38][CH:37]=2)[C:17]1=[O:35])[C:29]1[CH:34]=[CH:33][CH:32]=[CH:31][CH:30]=1, predict the reactants needed to synthesize it. The reactants are: C([O:3][C:4]([C:6]1([NH:9][C:10]([C:12]2[C:13]([OH:42])=[C:14]3[C:19](=[C:20]([C:22]4[CH:23]=[N:24][CH:25]=[CH:26][CH:27]=4)[N:21]=2)[N:18]([CH2:28][C:29]2[CH:34]=[CH:33][CH:32]=[CH:31][CH:30]=2)[C:17](=[O:35])[C:16]([C:36]2[CH:41]=[CH:40][CH:39]=[CH:38][CH:37]=2)=[CH:15]3)=[O:11])[CH2:8][CH2:7]1)=[O:5])C.[OH-].[Na+].CO.C1COCC1. (5) Given the product [Cl:56][C:51]1[CH:52]=[CH:53][CH:54]=[CH:55][C:50]=1[CH2:49][N:34]1[N:33]=[C:31]2[N:32]=[C:27]([O:26][CH:23]([CH3:24])[CH3:25])[N:28]=[C:29]([N:36]3[CH2:40][CH2:39][C@H:38]([OH:41])[CH2:37]3)[C:30]2=[N:35]1, predict the reactants needed to synthesize it. The reactants are: C(C1N=C(N2CCC(F)(F)C2)C2C(=NN(CC)N=2)N=1)(C)(C)C.[CH:23]([O:26][C:27]1[N:28]=[C:29]([N:36]2[CH2:40][CH2:39][C@H:38]([O:41]C(=O)C(F)(F)F)[CH2:37]2)[C:30]2[N:35]=[N:34][NH:33][C:31]=2[N:32]=1)([CH3:25])[CH3:24].Br[CH2:49][C:50]1[CH:55]=[CH:54][CH:53]=[CH:52][C:51]=1[Cl:56]. (6) Given the product [F:20][C:21]1[CH:22]=[C:23]([S:28]([NH:8][C:7]2[C:2]([CH3:1])=[N:3][C:4]([N:9]3[CH2:13][CH2:12][C@H:11]([N:14]4[CH2:18][CH2:17][CH2:16][C@@H:15]4[CH3:19])[CH2:10]3)=[CH:5][CH:6]=2)(=[O:29])=[O:30])[CH:24]=[CH:25][C:26]=1[F:27], predict the reactants needed to synthesize it. The reactants are: [CH3:1][C:2]1[C:7]([NH2:8])=[CH:6][CH:5]=[C:4]([N:9]2[CH2:13][CH2:12][C@H:11]([N:14]3[CH2:18][CH2:17][CH2:16][C@@H:15]3[CH3:19])[CH2:10]2)[N:3]=1.[F:20][C:21]1[CH:22]=[C:23]([S:28](Cl)(=[O:30])=[O:29])[CH:24]=[CH:25][C:26]=1[F:27]. (7) Given the product [O:1]1[CH2:6][CH2:5][O:4][C:3]2[CH:7]=[C:8]([C@@H:11]([OH:21])[C@H:12]([N:19]([CH3:20])[C:31](=[O:40])[CH2:32][CH2:33][C:34]3[CH:39]=[CH:38][CH:37]=[CH:36][CH:35]=3)[CH2:13][N:14]3[CH2:15][CH2:16][CH2:17][CH2:18]3)[CH:9]=[CH:10][C:2]1=2, predict the reactants needed to synthesize it. The reactants are: [O:1]1[CH2:6][CH2:5][O:4][C:3]2[CH:7]=[C:8]([C@@H:11]([OH:21])[C@H:12]([NH:19][CH3:20])[CH2:13][N:14]3[CH2:18][CH2:17][CH2:16][CH2:15]3)[CH:9]=[CH:10][C:2]1=2.CCN(C(C)C)C(C)C.[C:31](Cl)(=[O:40])[CH2:32][CH2:33][C:34]1[CH:39]=[CH:38][CH:37]=[CH:36][CH:35]=1.